Dataset: Peptide-MHC class II binding affinity with 134,281 pairs from IEDB. Task: Regression. Given a peptide amino acid sequence and an MHC pseudo amino acid sequence, predict their binding affinity value. This is MHC class II binding data. (1) The peptide sequence is MADDMERIFKRFDTN. The MHC is DRB1_0802 with pseudo-sequence DRB1_0802. The binding affinity (normalized) is 0.278. (2) The peptide sequence is TVTVFKIPKKASEGA. The MHC is DRB1_1302 with pseudo-sequence DRB1_1302. The binding affinity (normalized) is 0.380. (3) The peptide sequence is EEFVVEFDLAGIK. The MHC is DRB1_0402 with pseudo-sequence DRB1_0402. The binding affinity (normalized) is 0.182. (4) The peptide sequence is YTIDCDGSILGAAVND. The MHC is DRB1_0801 with pseudo-sequence DRB1_0801. The binding affinity (normalized) is 0. (5) The peptide sequence is DKYRTFVATFGAASNKAFAE. The MHC is HLA-DQA10501-DQB10201 with pseudo-sequence HLA-DQA10501-DQB10201. The binding affinity (normalized) is 0.348. (6) The peptide sequence is SHNVQGATVAVDCRP. The MHC is DRB5_0101 with pseudo-sequence DRB5_0101. The binding affinity (normalized) is 0.156.